Dataset: Reaction yield outcomes from USPTO patents with 853,638 reactions. Task: Predict the reaction yield, written as a fraction of the theoretical maximum amount of product (1.0 means a 100% yield; for example, 0.34 means a 34% yield). (1) The reactants are [N:1]([C:4]1[CH:9]=[CH:8][C:7]([C:10]([F:13])([F:12])[F:11])=[CH:6][CH:5]=1)=[C:2]=[O:3].[CH3:14][CH:15]([CH3:38])[CH:16]([NH:21][C:22]([C:24]1[S:25][CH:26]=[C:27]([C:29]2[CH:34]=[CH:33][C:32]([N+:35]([O-])=O)=[CH:31][CH:30]=2)[N:28]=1)=[O:23])[C:17]([O:19][CH3:20])=[O:18]. No catalyst specified. The product is [CH3:20][O:19][C:17](=[O:18])[CH:16]([NH:21][C:22]([C:24]1[S:25][CH:26]=[C:27]([C:29]2[CH:30]=[CH:31][C:32]([NH:35][C:2]([NH:1][C:4]3[CH:5]=[CH:6][C:7]([C:10]([F:11])([F:12])[F:13])=[CH:8][CH:9]=3)=[O:3])=[CH:33][CH:34]=2)[N:28]=1)=[O:23])[CH:15]([CH3:38])[CH3:14]. The yield is 0.790. (2) The reactants are C([O:3][C:4]([C:6]1[CH:13]=[C:9]2[O:10][CH2:11][CH2:12][N:8]2[N:7]=1)=O)C.[BH4-].[Li+].CO. The catalyst is C1COCC1. The product is [O:10]1[CH2:11][CH2:12][N:8]2[N:7]=[C:6]([CH2:4][OH:3])[CH:13]=[C:9]12. The yield is 0.650. (3) The reactants are [CH3:1][O:2][C:3]1[CH:4]=[CH:5][C:6]2[O:11][CH2:10][C:9](=[O:12])[NH:8][C:7]=2[CH:13]=1.[H-].[Na+].CS(O[CH2:21][CH2:22][C@H:23]1[CH2:28][CH2:27][C@H:26]([NH:29][C:30]([O:32][C:33]([CH3:36])([CH3:35])[CH3:34])=[O:31])[CH2:25][CH2:24]1)(=O)=O.C(OC(=O)NC1CCN(CCN2C3C(=CC=C(OC)C=3)C=CC2=O)CC1)(C)(C)C. The catalyst is ClCCl.CO. The product is [C:33]([O:32][C:30](=[O:31])[NH:29][C@H:26]1[CH2:25][CH2:24][C@H:23]([CH2:22][CH2:21][N:8]2[C:7]3[CH:13]=[C:3]([O:2][CH3:1])[CH:4]=[CH:5][C:6]=3[O:11][CH2:10][C:9]2=[O:12])[CH2:28][CH2:27]1)([CH3:36])([CH3:35])[CH3:34]. The yield is 0.580. (4) The reactants are Cl[C:2]1[C:7]([NH2:8])=[CH:6][CH:5]=[C:4]([Cl:9])[N:3]=1.[CH3:10][O:11][Na].CO. The catalyst is C1COCC1. The product is [Cl:9][C:4]1[N:3]=[C:2]([O:11][CH3:10])[C:7]([NH2:8])=[CH:6][CH:5]=1. The yield is 0.944. (5) No catalyst specified. The yield is 0.450. The product is [C:1]([C:5]1[CH:13]=[CH:12][C:8]([C:9]([NH:14][C:15]2[C:31]([CH3:32])=[CH:30][CH:29]=[CH:28][C:16]=2[C:17]([NH:19][C:20]2[CH:25]=[CH:24][C:23]([O:26][CH3:27])=[CH:22][CH:21]=2)=[O:18])=[O:10])=[CH:7][CH:6]=1)([CH3:4])([CH3:3])[CH3:2]. The reactants are [C:1]([C:5]1[CH:13]=[CH:12][C:8]([C:9](Cl)=[O:10])=[CH:7][CH:6]=1)([CH3:4])([CH3:3])[CH3:2].[NH2:14][C:15]1[C:31]([CH3:32])=[CH:30][CH:29]=[CH:28][C:16]=1[C:17]([NH:19][C:20]1[CH:25]=[CH:24][C:23]([O:26][CH3:27])=[CH:22][CH:21]=1)=[O:18]. (6) The reactants are Cl.[NH2:2][C:3]1[N:8]=[C:7]([CH3:9])[C:6]([CH2:10][NH:11][C:12](=[O:33])[C:13]2[CH:18]=[CH:17][N:16]=[C:15]([CH2:19][C:20]3[CH:21]=[C:22]4[C:27](=[C:28]([C:30]#[N:31])[CH:29]=3)[N:26]=[CH:25][C:24]([Cl:32])=[CH:23]4)[CH:14]=2)=[C:5]([CH3:34])[CH:4]=1.C([O-])([O-])=[O:36].[K+].[K+].OO.CCOC(C)=O. The catalyst is CS(C)=O.O. The product is [NH2:2][C:3]1[N:8]=[C:7]([CH3:9])[C:6]([CH2:10][NH:11][C:12]([C:13]2[CH:18]=[CH:17][N:16]=[C:15]([CH2:19][C:20]3[CH:21]=[C:22]4[C:27](=[C:28]([C:30]([NH2:31])=[O:36])[CH:29]=3)[N:26]=[CH:25][C:24]([Cl:32])=[CH:23]4)[CH:14]=2)=[O:33])=[C:5]([CH3:34])[CH:4]=1. The yield is 0.480.